From a dataset of TCR-epitope binding with 47,182 pairs between 192 epitopes and 23,139 TCRs. Binary Classification. Given a T-cell receptor sequence (or CDR3 region) and an epitope sequence, predict whether binding occurs between them. (1) The epitope is QVPLRPMTYK. The TCR CDR3 sequence is CASSLVVAVEDGYTF. Result: 0 (the TCR does not bind to the epitope). (2) The epitope is FSKQLQQSM. The TCR CDR3 sequence is CSASLASTSNYGYTF. Result: 0 (the TCR does not bind to the epitope). (3) The epitope is FIAGLIAIV. The TCR CDR3 sequence is CSVDEQGTGELFF. Result: 1 (the TCR binds to the epitope). (4) The epitope is KEIDRLNEV. Result: 0 (the TCR does not bind to the epitope). The TCR CDR3 sequence is CSARTGEGQETQYF. (5) The epitope is IVTDFSVIK. The TCR CDR3 sequence is CASSPTGSSYEQYF. Result: 1 (the TCR binds to the epitope). (6) The epitope is QARQMVQAMRTIGTHP. The TCR CDR3 sequence is CASSRTSADTQYF. Result: 1 (the TCR binds to the epitope).